The task is: Predict the reactants needed to synthesize the given product.. This data is from Full USPTO retrosynthesis dataset with 1.9M reactions from patents (1976-2016). (1) Given the product [C:24]([O:23][C:22]([NH:21][C@H:18]1[CH2:19][CH2:20][C@H:15]([NH:1][C:2]2[C:3]([CH3:13])=[C:4]([CH:9]=[C:10]([Cl:12])[CH:11]=2)[C:5]([O:7][CH3:8])=[O:6])[CH2:16][CH2:17]1)=[O:28])([CH3:27])([CH3:25])[CH3:26], predict the reactants needed to synthesize it. The reactants are: [NH2:1][C:2]1[C:3]([CH3:13])=[C:4]([CH:9]=[C:10]([Cl:12])[CH:11]=1)[C:5]([O:7][CH3:8])=[O:6].O=[C:15]1[CH2:20][CH2:19][CH:18]([NH:21][C:22](=[O:28])[O:23][C:24]([CH3:27])([CH3:26])[CH3:25])[CH2:17][CH2:16]1.C(O)(=O)C.C(O[BH-](OC(=O)C)OC(=O)C)(=O)C.[Na+]. (2) Given the product [CH:1]1([CH2:7][O:8][C:9]2[C:10]3[N:11]([C:15]([C:19]([NH:21][C@@:22]([C:26]4[CH:27]=[C:28]([CH:33]=[CH:34][CH:35]=4)[C:29]([OH:31])=[O:30])([CH3:25])[CH2:23][OH:24])=[O:20])=[C:16]([CH3:18])[N:17]=3)[CH:12]=[CH:13][CH:14]=2)[CH2:6][CH2:5][CH2:4][CH2:3][CH2:2]1, predict the reactants needed to synthesize it. The reactants are: [CH:1]1([CH2:7][O:8][C:9]2[C:10]3[N:11]([C:15]([C:19]([NH:21][C@@:22]([C:26]4[CH:27]=[C:28]([CH:33]=[CH:34][CH:35]=4)[C:29]([O:31]C)=[O:30])([CH3:25])[CH2:23][OH:24])=[O:20])=[C:16]([CH3:18])[N:17]=3)[CH:12]=[CH:13][CH:14]=2)[CH2:6][CH2:5][CH2:4][CH2:3][CH2:2]1.CO.[OH-].[Na+].Cl.